Predict the reaction yield, written as a fraction of the theoretical maximum amount of product (1.0 means a 100% yield; for example, 0.34 means a 34% yield). From a dataset of Reaction yield outcomes from USPTO patents with 853,638 reactions. (1) The reactants are C(OC([N:8]1[CH2:13][CH2:12][N:11]([CH2:14][C:15]2([CH3:26])[O:19][C:18]3=[N:20][C:21]([N+:23]([O-:25])=[O:24])=[CH:22][N:17]3[CH2:16]2)[CH2:10][CH2:9]1)=O)(C)(C)C.Cl[C:28]1[O:29][C:30]2[CH:36]=[CH:35][CH:34]=[CH:33][C:31]=2[N:32]=1.C(N(CC)CC)C.O. The catalyst is FC(F)(F)C(O)=O. The product is [CH3:26][C:15]1([CH2:14][N:11]2[CH2:10][CH2:9][N:8]([C:28]3[O:29][C:30]4[CH:36]=[CH:35][CH:34]=[CH:33][C:31]=4[N:32]=3)[CH2:13][CH2:12]2)[O:19][C:18]2=[N:20][C:21]([N+:23]([O-:25])=[O:24])=[CH:22][N:17]2[CH2:16]1. The yield is 0.620. (2) The reactants are [F:1][C:2]1[CH:7]=[C:6]([I:8])[CH:5]=[CH:4][C:3]=1[NH:9][C:10]1[N:11]([CH3:25])[C:12]2[C:13](=[O:24])[CH2:14][CH2:15][CH2:16][C:17]=2[C:18]=1[C:19]([O:21]CC)=[O:20].[OH-].[Na+].Cl. The catalyst is CO. The product is [F:1][C:2]1[CH:7]=[C:6]([I:8])[CH:5]=[CH:4][C:3]=1[NH:9][C:10]1[N:11]([CH3:25])[C:12]2[C:13](=[O:24])[CH2:14][CH2:15][CH2:16][C:17]=2[C:18]=1[C:19]([OH:21])=[O:20]. The yield is 0.800. (3) The product is [C:26]([O:25][CH2:24][C:3]1[CH:4]=[C:5]([NH:8][C:9]2[C:14]([CH2:15][CH3:16])=[C:13]([CH3:17])[N:12]=[C:11]([C:18]3[S:19][C:20]([Cl:23])=[CH:21][CH:22]=3)[N:10]=2)[CH:6]=[CH:7][C:2]=1[Br:1])(=[O:28])[CH3:27]. The reactants are [Br:1][C:2]1[CH:7]=[CH:6][C:5]([NH:8][C:9]2[C:14]([CH2:15][CH3:16])=[C:13]([CH3:17])[N:12]=[C:11]([C:18]3[S:19][C:20]([Cl:23])=[CH:21][CH:22]=3)[N:10]=2)=[CH:4][C:3]=1[CH2:24][OH:25].[C:26](Cl)(=[O:28])[CH3:27].N1C=CC=CC=1. The catalyst is CN(C)C1C=CN=CC=1.O. The yield is 0.720. (4) The reactants are Cl.[Br:2][C:3]1[CH:16]=[CH:15][C:6]([O:7][CH2:8][CH:9]2[CH2:14][CH2:13][NH:12][CH2:11][CH2:10]2)=[CH:5][CH:4]=1.[F:17][C:18]([F:26])([F:25])[C:19]1([C:22](O)=[O:23])[CH2:21][CH2:20]1.C(Cl)CCl.C1C=CC2N(O)N=NC=2C=1.CCN(C(C)C)C(C)C. The catalyst is C(Cl)Cl.O. The product is [Br:2][C:3]1[CH:4]=[CH:5][C:6]([O:7][CH2:8][CH:9]2[CH2:10][CH2:11][N:12]([C:22]([C:19]3([C:18]([F:26])([F:25])[F:17])[CH2:21][CH2:20]3)=[O:23])[CH2:13][CH2:14]2)=[CH:15][CH:16]=1. The yield is 0.900. (5) The reactants are [Cl:1][C:2]1[CH:7]=[CH:6][C:5]([CH:8]([C:10]2[S:14][CH:13]=[N:12][CH:11]=2)O)=[C:4]([O:15][CH3:16])[CH:3]=1.FC(F)(F)C(O)=O.C([SiH](CC)CC)C. The catalyst is C(Cl)Cl. The product is [Cl:1][C:2]1[CH:7]=[CH:6][C:5]([CH2:8][C:10]2[S:14][CH:13]=[N:12][CH:11]=2)=[C:4]([O:15][CH3:16])[CH:3]=1. The yield is 0.570. (6) The reactants are [Br:1][C:2]1[CH:7]=[CH:6][C:5]([N:8]2[CH2:13][CH2:12][S:11](=[O:15])(=[NH:14])[CH2:10][CH2:9]2)=[CH:4][CH:3]=1.C=O.[CH3:18]C1C(Br)=C(O)C(Br)=CC=1C1(C2C=C(Br)C(O)=C(Br)C=2C)OS(=O)(=O)C2C=CC=CC1=2.[OH-].[Na+].[BH3-]C#N.[Na+]. The catalyst is CO.CC(O)=O. The product is [Br:1][C:2]1[CH:3]=[CH:4][C:5]([N:8]2[CH2:9][CH2:10][S:11](=[O:15])(=[N:14][CH3:18])[CH2:12][CH2:13]2)=[CH:6][CH:7]=1. The yield is 0.400. (7) The reactants are Br[C:2]1[CH:7]=[CH:6][C:5]([S:8]([N:11]([CH3:13])[CH3:12])(=[O:10])=[O:9])=[C:4]([N:14]([CH3:16])[CH3:15])[CH:3]=1.[C:17]([C:19]1[N:23]([CH3:24])[C:22](B(O)O)=[CH:21][CH:20]=1)#[N:18].[F-].[K+].C(P(C(C)(C)C)C(C)(C)C)(C)(C)C. The product is [C:17]([C:19]1[N:23]([CH3:24])[C:22]([C:2]2[CH:7]=[CH:6][C:5]([S:8]([N:11]([CH3:13])[CH3:12])(=[O:10])=[O:9])=[C:4]([N:14]([CH3:16])[CH3:15])[CH:3]=2)=[CH:21][CH:20]=1)#[N:18]. The catalyst is C1C=CC(/C=C/C(/C=C/C2C=CC=CC=2)=O)=CC=1.C1C=CC(/C=C/C(/C=C/C2C=CC=CC=2)=O)=CC=1.C1C=CC(/C=C/C(/C=C/C2C=CC=CC=2)=O)=CC=1.[Pd].[Pd]. The yield is 0.140. (8) The reactants are [NH:1]1[C:9]2[C:4](=[CH:5][CH:6]=[CH:7][CH:8]=2)[C:3]([CH2:10][CH2:11][NH2:12])=[CH:2]1.CS(C)=[O:15].[ClH:17]. No catalyst specified. The product is [ClH:17].[NH2:12][CH2:11][CH2:10][CH:3]1[C:4]2[C:9](=[CH:8][CH:7]=[CH:6][CH:5]=2)[NH:1][C:2]1=[O:15]. The yield is 0.630.